Task: Regression. Given two drug SMILES strings and cell line genomic features, predict the synergy score measuring deviation from expected non-interaction effect.. Dataset: NCI-60 drug combinations with 297,098 pairs across 59 cell lines (1) Drug 1: C1=CN(C=N1)CC(O)(P(=O)(O)O)P(=O)(O)O. Drug 2: CC(C)(C#N)C1=CC(=CC(=C1)CN2C=NC=N2)C(C)(C)C#N. Cell line: OVCAR-8. Synergy scores: CSS=1.28, Synergy_ZIP=-1.80, Synergy_Bliss=-2.09, Synergy_Loewe=-0.289, Synergy_HSA=-0.691. (2) Drug 1: CC12CCC3C(C1CCC2=O)CC(=C)C4=CC(=O)C=CC34C. Drug 2: COC1=C2C(=CC3=C1OC=C3)C=CC(=O)O2. Cell line: TK-10. Synergy scores: CSS=11.2, Synergy_ZIP=0.322, Synergy_Bliss=-0.300, Synergy_Loewe=-0.573, Synergy_HSA=-0.482. (3) Drug 1: C1=NC2=C(N=C(N=C2N1C3C(C(C(O3)CO)O)O)F)N. Drug 2: CC1=C(C=C(C=C1)NC(=O)C2=CC=C(C=C2)CN3CCN(CC3)C)NC4=NC=CC(=N4)C5=CN=CC=C5. Cell line: SR. Synergy scores: CSS=-5.56, Synergy_ZIP=10.2, Synergy_Bliss=10.2, Synergy_Loewe=-2.43, Synergy_HSA=-1.51. (4) Drug 1: CC=C1C(=O)NC(C(=O)OC2CC(=O)NC(C(=O)NC(CSSCCC=C2)C(=O)N1)C(C)C)C(C)C. Drug 2: C1=NNC2=C1C(=O)NC=N2. Cell line: SNB-75. Synergy scores: CSS=45.6, Synergy_ZIP=-1.54, Synergy_Bliss=-1.96, Synergy_Loewe=-22.5, Synergy_HSA=0.0854. (5) Drug 1: CN1CCC(CC1)COC2=C(C=C3C(=C2)N=CN=C3NC4=C(C=C(C=C4)Br)F)OC. Drug 2: CN(C)N=NC1=C(NC=N1)C(=O)N. Cell line: HOP-62. Synergy scores: CSS=-7.51, Synergy_ZIP=0.746, Synergy_Bliss=-6.21, Synergy_Loewe=-12.7, Synergy_HSA=-9.72. (6) Drug 1: C1CN(CCN1C(=O)CCBr)C(=O)CCBr. Drug 2: C1C(C(OC1N2C=NC(=NC2=O)N)CO)O. Cell line: HOP-62. Synergy scores: CSS=61.4, Synergy_ZIP=14.6, Synergy_Bliss=11.3, Synergy_Loewe=14.8, Synergy_HSA=10.4. (7) Drug 2: CC(C)CN1C=NC2=C1C3=CC=CC=C3N=C2N. Drug 1: CC1=C2C(C(=O)C3(C(CC4C(C3C(C(C2(C)C)(CC1OC(=O)C(C(C5=CC=CC=C5)NC(=O)C6=CC=CC=C6)O)O)OC(=O)C7=CC=CC=C7)(CO4)OC(=O)C)O)C)OC(=O)C. Cell line: OVCAR3. Synergy scores: CSS=70.9, Synergy_ZIP=26.0, Synergy_Bliss=21.1, Synergy_Loewe=11.8, Synergy_HSA=20.3. (8) Drug 1: CC12CCC(CC1=CCC3C2CCC4(C3CC=C4C5=CN=CC=C5)C)O. Drug 2: CC(C1=C(C=CC(=C1Cl)F)Cl)OC2=C(N=CC(=C2)C3=CN(N=C3)C4CCNCC4)N. Cell line: UACC-257. Synergy scores: CSS=5.51, Synergy_ZIP=-1.36, Synergy_Bliss=1.11, Synergy_Loewe=0.179, Synergy_HSA=0.224. (9) Drug 1: CS(=O)(=O)C1=CC(=C(C=C1)C(=O)NC2=CC(=C(C=C2)Cl)C3=CC=CC=N3)Cl. Drug 2: C1=NC2=C(N1)C(=S)N=C(N2)N. Cell line: OVCAR3. Synergy scores: CSS=45.1, Synergy_ZIP=-4.13, Synergy_Bliss=-3.81, Synergy_Loewe=-26.5, Synergy_HSA=-3.61.